From a dataset of Reaction yield outcomes from USPTO patents with 853,638 reactions. Predict the reaction yield, written as a fraction of the theoretical maximum amount of product (1.0 means a 100% yield; for example, 0.34 means a 34% yield). (1) The reactants are [OH:1][CH:2]([C:20]1[CH:25]=[CH:24][C:23]([O:26][CH3:27])=[CH:22][CH:21]=1)[CH:3]1[CH2:7][O:6]C(C)(C)[N:4]1[C:10]([O:12][CH2:13][C:14]1[CH:19]=[CH:18][CH:17]=[CH:16][CH:15]=1)=[O:11]. The catalyst is CO. The product is [OH:1][C@H:2]([C:20]1[CH:21]=[CH:22][C:23]([O:26][CH3:27])=[CH:24][CH:25]=1)[C@H:3]([NH:4][C:10](=[O:11])[O:12][CH2:13][C:14]1[CH:19]=[CH:18][CH:17]=[CH:16][CH:15]=1)[CH2:7][OH:6]. The yield is 0.840. (2) The reactants are Cl[C:2]1[CH:9]=[CH:8][C:5]([C:6]#[N:7])=[C:4]([N:10]([CH2:12][CH2:13][O:14][CH3:15])[CH3:11])[N:3]=1.[Br:16][C:17]1[CH:24]=[CH:23][C:22]([OH:25])=[CH:21][C:18]=1[CH:19]=[O:20].C([O-])([O-])=O.[K+].[K+]. The catalyst is CN(C=O)C. The product is [Br:16][C:17]1[CH:24]=[CH:23][C:22]([O:25][C:2]2[CH:9]=[CH:8][C:5]([C:6]#[N:7])=[C:4]([N:10]([CH2:12][CH2:13][O:14][CH3:15])[CH3:11])[N:3]=2)=[CH:21][C:18]=1[CH:19]=[O:20]. The yield is 0.750. (3) The reactants are [F:1][C:2]([C:5]1[N:10]=[CH:9][C:8]([CH:11]([N:14]2[CH2:19][CH2:18][C:17]([F:21])([F:20])[CH2:16][CH2:15]2)[CH2:12][NH2:13])=[CH:7][N:6]=1)([F:4])[CH3:3].[Cl:22][C:23]1[C:31]([Cl:32])=[CH:30][CH:29]=[CH:28][C:24]=1[C:25](Cl)=[O:26].C1COCC1.CCN(C(C)C)C(C)C. The product is [Cl:22][C:23]1[C:31]([Cl:32])=[CH:30][CH:29]=[CH:28][C:24]=1[C:25]([NH:13][CH2:12][CH:11]([C:8]1[CH:7]=[N:6][C:5]([C:2]([F:1])([F:4])[CH3:3])=[N:10][CH:9]=1)[N:14]1[CH2:19][CH2:18][C:17]([F:20])([F:21])[CH2:16][CH2:15]1)=[O:26]. The yield is 0.470. No catalyst specified. (4) The reactants are [NH:1]1[C:9]2[C:4](=[CH:5][CH:6]=[CH:7][CH:8]=2)[CH:3]=[C:2]1[CH:10]([CH3:16])[C:11]([O:13][CH2:14][CH3:15])=[O:12].[N+:17]([O-])([O-:19])=[O:18].[Na+]. The catalyst is S(=O)(=O)(O)O. The product is [N+:17]([C:6]1[CH:5]=[C:4]2[C:9](=[CH:8][CH:7]=1)[NH:1][C:2]([CH:10]([CH3:16])[C:11]([O:13][CH2:14][CH3:15])=[O:12])=[CH:3]2)([O-:19])=[O:18]. The yield is 0.310. (5) The reactants are [C:1]1([C:7]2[O:8][C:9]3[CH:15]=[CH:14][C:13]([NH2:16])=[CH:12][C:10]=3[N:11]=2)[CH:6]=[CH:5][CH:4]=[CH:3][CH:2]=1.[C:17]1([N:23]=[C:24]=[O:25])[CH:22]=[CH:21][CH:20]=[CH:19][CH:18]=1. The catalyst is ClCCl. The product is [C:17]1([NH:23][C:24]([NH:16][C:13]2[CH:14]=[CH:15][C:9]3[O:8][C:7]([C:1]4[CH:2]=[CH:3][CH:4]=[CH:5][CH:6]=4)=[N:11][C:10]=3[CH:12]=2)=[O:25])[CH:22]=[CH:21][CH:20]=[CH:19][CH:18]=1. The yield is 0.850. (6) The reactants are [CH2:1]([C:3]([C:22]1[CH:35]=[CH:34][C:25]([O:26][CH2:27][CH:28]([OH:33])[C:29]([CH3:32])([CH3:31])[CH3:30])=[C:24]([CH3:36])[CH:23]=1)([C:6]1[CH:11]=[CH:10][C:9](B2OC(C)(C)C(C)(C)O2)=[C:8]([CH3:21])[CH:7]=1)[CH2:4][CH3:5])[CH3:2].[CH3:37][O:38][C:39](=[O:48])[CH2:40][C:41]1[CH:42]=[N:43][CH:44]=[C:45](Br)[CH:46]=1.P([O-])([O-])([O-])=O.[K+].[K+].[K+]. The catalyst is CN(C)C=O. The product is [CH3:37][O:38][C:39](=[O:48])[CH2:40][C:41]1[CH:42]=[N:43][CH:44]=[C:45]([C:9]2[CH:10]=[CH:11][C:6]([C:3]([CH2:1][CH3:2])([C:22]3[CH:35]=[CH:34][C:25]([O:26][CH2:27][CH:28]([OH:33])[C:29]([CH3:31])([CH3:32])[CH3:30])=[C:24]([CH3:36])[CH:23]=3)[CH2:4][CH3:5])=[CH:7][C:8]=2[CH3:21])[CH:46]=1. The yield is 0.620. (7) The reactants are [Cl:1][C:2]1[CH:3]=[C:4]([N:13]([CH2:23][C:24]2[CH:29]=[CH:28][C:27]([O:30][CH3:31])=[CH:26][CH:25]=2)[C:14]2[CH:15]=[C:16]([CH:20]=[CH:21][CH:22]=2)[C:17]([OH:19])=O)[C:5]2[N:6]([C:8]([C:11]#[N:12])=[CH:9][N:10]=2)[N:7]=1.[CH3:32][N:33]([CH3:37])[CH2:34][CH2:35][NH2:36].F[P-](F)(F)(F)(F)F.N1(O[P+](N(C)C)(N(C)C)N(C)C)C2C=CC=CC=2N=N1. The catalyst is CN(C=O)C. The product is [Cl:1][C:2]1[CH:3]=[C:4]([N:13]([CH2:23][C:24]2[CH:29]=[CH:28][C:27]([O:30][CH3:31])=[CH:26][CH:25]=2)[C:14]2[CH:15]=[C:16]([CH:20]=[CH:21][CH:22]=2)[C:17]([NH:36][CH2:35][CH2:34][N:33]([CH3:37])[CH3:32])=[O:19])[C:5]2[N:6]([C:8]([C:11]#[N:12])=[CH:9][N:10]=2)[N:7]=1. The yield is 0.937. (8) The reactants are [Cl:1][C:2]1[C:3]([CH2:8][NH:9][C:10]([C@H:12]2[CH2:17][N:16]3[C:18](=[O:23])[O:19][CH:20]([CH:21]=[CH2:22])[C@@H:15]3[CH2:14][CH2:13]2)=O)=[N:4][CH:5]=[CH:6][N:7]=1.O=P(Cl)(Cl)Cl.CN(C=O)C.C(=O)(O)[O-].[Na+]. The catalyst is C(#N)C. The product is [Cl:1][C:2]1[C:3]2[N:4]([C:10]([C@H:12]3[CH2:17][N:16]4[C:18](=[O:23])[O:19][CH:20]([CH:21]=[CH2:22])[C@@H:15]4[CH2:14][CH2:13]3)=[N:9][CH:8]=2)[CH:5]=[CH:6][N:7]=1. The yield is 0.634.